Dataset: Catalyst prediction with 721,799 reactions and 888 catalyst types from USPTO. Task: Predict which catalyst facilitates the given reaction. The catalyst class is: 87. Reactant: Cl.FC1C=C(C=CC=1)CN1C=C(C2C3C(=NC=C(C4C=CC(C5CCNCC5)=CC=4)C=3)N(S(C3C=CC(C)=CC=3)(=O)=O)C=2)C=N1.[F:46][C:47]1[CH:48]=[C:49]([CH:91]=[CH:92][CH:93]=1)[CH2:50][N:51]1[CH:55]=[C:54]([C:56]2[C:64]3[C:59](=[N:60][CH:61]=[C:62]([C:65]4[N:66]=[CH:67][C:68]([N:71]5[CH2:76][CH2:75][N:74]([CH2:77][C@@H:78]([OH:80])[CH3:79])[CH2:73][CH2:72]5)=[N:69][CH:70]=4)[CH:63]=3)[N:58](S(C3C=CC(C)=CC=3)(=O)=O)[CH:57]=2)[CH:53]=[N:52]1.[OH-].[Li+]. Product: [F:46][C:47]1[CH:48]=[C:49]([CH:91]=[CH:92][CH:93]=1)[CH2:50][N:51]1[CH:55]=[C:54]([C:56]2[C:64]3[C:59](=[N:60][CH:61]=[C:62]([C:65]4[N:66]=[CH:67][C:68]([N:71]5[CH2:72][CH2:73][N:74]([CH2:77][C@@H:78]([OH:80])[CH3:79])[CH2:75][CH2:76]5)=[N:69][CH:70]=4)[CH:63]=3)[NH:58][CH:57]=2)[CH:53]=[N:52]1.